From a dataset of Forward reaction prediction with 1.9M reactions from USPTO patents (1976-2016). Predict the product of the given reaction. (1) Given the reactants Br[C:2]1[C:3]([Cl:20])=[C:4]2[CH:10]=[CH:9][N:8]([S:11]([C:14]3[CH:19]=[CH:18][CH:17]=[CH:16][CH:15]=3)(=[O:13])=[O:12])[C:5]2=[N:6][CH:7]=1.[F:21][C:22]1[CH:23]=[C:24](B(O)O)[CH:25]=[CH:26][CH:27]=1.C([O-])([O-])=O.[K+].[K+].C1(C)C=CC=CC=1, predict the reaction product. The product is: [Cl:20][C:3]1[C:2]([C:26]2[CH:25]=[CH:24][CH:23]=[C:22]([F:21])[CH:27]=2)=[CH:7][N:6]=[C:5]2[N:8]([S:11]([C:14]3[CH:19]=[CH:18][CH:17]=[CH:16][CH:15]=3)(=[O:13])=[O:12])[CH:9]=[CH:10][C:4]=12. (2) Given the reactants CC(C)(O[C:5]([NH:7][C@H:8]([C:28]([O:30][CH3:31])=[O:29])[CH2:9][NH:10][C:11]([O:13][CH2:14][CH:15]1[C:27]2[CH:26]=[CH:25][CH:24]=[CH:23][C:22]=2[C:21]2[C:16]1=[CH:17][CH:18]=[CH:19][CH:20]=2)=[O:12])=[O:6])C.C1C2C(COC(NC[C@@H](C(OC)=O)N)=O)C3C(=CC=CC=3)C=2C=CC=1.F[C:59](F)(F)[C:60]([OH:62])=O.ClCCl.[Cl:68][C:69]1[CH:77]=[C:76]([C:78]([NH:80][CH2:81][C:82]2[CH:87]=CC=[C:84](O)[CH:83]=2)=[O:79])[CH:75]=[CH:74][C:70]=1C(O)=O.C1C=NC2N(O)N=NC=2C=1.C1(N=C=NC2CCCCC2)CCCCC1, predict the reaction product. The product is: [Cl:68][C:69]1[CH:77]=[C:76]([C:78]([NH:80][CH2:81][C:82]2[CH:83]=[CH:84][CH:59]=[C:60]([OH:62])[CH:87]=2)=[O:79])[CH:75]=[CH:74][C:70]=1[C:5]([NH:7][C@H:8]([C:28]([O:30][CH3:31])=[O:29])[CH2:9][NH:10][C:11]([O:13][CH2:14][CH:15]1[C:27]2[CH:26]=[CH:25][CH:24]=[CH:23][C:22]=2[C:21]2[C:16]1=[CH:17][CH:18]=[CH:19][CH:20]=2)=[O:12])=[O:6]. (3) Given the reactants [O:1]1[C:5]2[CH:6]=[CH:7][CH:8]=[CH:9][C:4]=2[CH:3]=[C:2]1[CH:10]=[N:11][S:12]([C:15]1[CH:25]=[CH:24][C:18]2[O:19][CH2:20][CH2:21][CH2:22][O:23][C:17]=2[CH:16]=1)(=[O:14])=[O:13].O1CCCC1.Br[Mg][C:33]1[CH:38]=[CH:37][CH:36]=[CH:35][C:34]=1[O:39][CH3:40].[Cl-].[NH4+], predict the reaction product. The product is: [O:1]1[C:5]2[CH:6]=[CH:7][CH:8]=[CH:9][C:4]=2[CH:3]=[C:2]1[CH:10]([C:33]1[CH:38]=[CH:37][CH:36]=[CH:35][C:34]=1[O:39][CH3:40])[NH:11][S:12]([C:15]1[CH:25]=[CH:24][C:18]2[O:19][CH2:20][CH2:21][CH2:22][O:23][C:17]=2[CH:16]=1)(=[O:13])=[O:14]. (4) Given the reactants [CH3:1][NH:2][C@H:3]([C:12]([OH:14])=[O:13])[C:4]([C:7]1[CH:11]=[CH:10][S:9][CH:8]=1)([CH3:6])[CH3:5].Cl.[CH3:16]/[C:17](=[CH:23]\[C@@H:24]([N:28]([CH3:37])[C:29](=[O:36])[C@H:30]([C:32]([CH3:35])([CH3:34])[CH3:33])[NH2:31])[CH:25]([CH3:27])[CH3:26])/[C:18]([O:20][CH2:21][CH3:22])=[O:19].Cl.CN(C)CCCN=C=NCC.CN1CCOCC1, predict the reaction product. The product is: [CH3:1][NH:2][C@H:3]([C:12]([NH:31][C@H:30]([C:29]([N:28]([C@@H:24]([CH:25]([CH3:26])[CH3:27])/[CH:23]=[C:17](\[CH3:16])/[C:18]([O:20][CH2:21][CH3:22])=[O:19])[CH3:37])=[O:36])[C:32]([CH3:34])([CH3:35])[CH3:33])=[O:14])[C:4]([C:7]1[CH:11]=[CH:10][S:9][CH:8]=1)([CH3:5])[CH3:6].[CH3:1][NH:2][C@@H:3]([C:12]([NH:31][C@H:30]([C:29]([N:28]([C@@H:24]([CH:25]([CH3:27])[CH3:26])/[CH:23]=[C:17](\[CH3:16])/[C:18]([O:20][CH2:21][CH3:22])=[O:19])[CH3:37])=[O:36])[C:32]([CH3:34])([CH3:33])[CH3:35])=[O:13])[C:4]([C:7]1[CH:11]=[CH:10][S:9][CH:8]=1)([CH3:6])[CH3:5]. (5) Given the reactants [F:1][C:2]1[C:3](/[C:12](/I)=[CH:13]/[C:14](=O)[C:15]2[NH:16][CH:17]=[CH:18][CH:19]=2)=[C:4]2[C:8](=[CH:9][CH:10]=1)[NH:7][C:6](=[O:11])[CH2:5]2.[CH2:22]([OH:26])[CH2:23][CH2:24][OH:25].[H-].[Na+], predict the reaction product. The product is: [F:1][C:2]1[C:3]2[C:4]3[C:8](=[CH:9][CH:10]=1)[NH:7][C:6](=[O:11])[C:5]=3[C:14]([C:15]1[NH:16][CH:17]=[CH:18][CH:19]=1)=[CH:13][C:12]=2[O:25][CH2:24][CH2:23][CH2:22][OH:26]. (6) Given the reactants [Br-].[CH:2]12[C:14](=[N+]3CCCC3)[CH:11]([CH2:12][CH2:13]1)[CH2:10][C:9]1[CH:8]=[CH:7][CH:6]=[CH:5][C:4]=1[CH2:3]2.Cl.[OH2:21], predict the reaction product. The product is: [CH:2]12[C:14](=[O:21])[CH:11]([CH2:12][CH2:13]1)[CH2:10][C:9]1[CH:8]=[CH:7][CH:6]=[CH:5][C:4]=1[CH2:3]2. (7) The product is: [CH2:27]([O:29][C:30](=[O:53])[CH2:31][N:32]1[C:40]2[C:35](=[C:36]([Br:41])[CH:37]=[CH:38][CH:39]=2)[C:34]([C:42]2[C:43]([OH:51])=[CH:44][C:45]3[O:49][CH2:48][CH2:47][C:46]=3[CH:50]=2)([CH2:5][OH:16])[C:33]1=[O:52])[CH3:28]. Given the reactants BrC1C=CC=C2C=1C(C1C(O)=CC3OCOC=3C=1)[C:5](=[O:16])N2CCCCC.[CH2:27]([O:29][C:30](=[O:53])[CH2:31][N:32]1[C:40]2[C:35](=[C:36]([Br:41])[CH:37]=[CH:38][CH:39]=2)[CH:34]([C:42]2[C:43]([OH:51])=[CH:44][C:45]3[O:49][CH2:48][CH2:47][C:46]=3[CH:50]=2)[C:33]1=[O:52])[CH3:28], predict the reaction product.